This data is from Reaction yield outcomes from USPTO patents with 853,638 reactions. The task is: Predict the reaction yield, written as a fraction of the theoretical maximum amount of product (1.0 means a 100% yield; for example, 0.34 means a 34% yield). (1) The reactants are C([O:4][CH2:5][C:6]1[C:11]([N:12]2[C:24](=[O:25])[C:23]3[S:22][C:21]4[CH2:20][CH2:19][CH2:18][CH2:17][C:16]=4[C:15]=3[CH:14]=[N:13]2)=[CH:10][C:9]([F:26])=[CH:8][C:7]=1[C:27]1[CH:32]=[C:31]([NH:33][C:34]2[CH:39]=[CH:38][C:37]([N:40]3[CH2:45][C@@H:44]([CH3:46])[N:43]([CH:47]4[CH2:50][O:49][CH2:48]4)[CH2:42][C@@H:41]3[CH3:51])=[CH:36][N:35]=2)[C:30](=[O:52])[N:29]([CH3:53])[CH:28]=1)(=O)C.[OH-].[Li+]. The catalyst is C(O)(C)C.C1COCC1.O. The product is [CH3:51][C@H:41]1[CH2:42][N:43]([CH:47]2[CH2:50][O:49][CH2:48]2)[C@H:44]([CH3:46])[CH2:45][N:40]1[C:37]1[CH:38]=[CH:39][C:34]([NH:33][C:31]2[C:30](=[O:52])[N:29]([CH3:53])[CH:28]=[C:27]([C:7]3[C:6]([CH2:5][OH:4])=[C:11]([N:12]4[C:24](=[O:25])[C:23]5[S:22][C:21]6[CH2:20][CH2:19][CH2:18][CH2:17][C:16]=6[C:15]=5[CH:14]=[N:13]4)[CH:10]=[C:9]([F:26])[CH:8]=3)[CH:32]=2)=[N:35][CH:36]=1. The yield is 0.380. (2) The reactants are Br[C:2]1[S:6][C:5]([NH:7][C:8]([NH:10][C:11]2[CH:16]=[CH:15][C:14]([CH3:17])=[CH:13][C:12]=2[C:18]([CH:20]2[CH2:24][CH2:23][CH2:22][CH2:21]2)=[O:19])=[O:9])=[N:4][CH:3]=1.[CH3:25][O:26][C:27](=[O:30])[CH2:28][SH:29]. No catalyst specified. The product is [CH3:25][O:26][C:27](=[O:30])[CH2:28][S:29][C:2]1[S:6][C:5]([NH:7][C:8]([NH:10][C:11]2[CH:16]=[CH:15][C:14]([CH3:17])=[CH:13][C:12]=2[C:18]([CH:20]2[CH2:24][CH2:23][CH2:22][CH2:21]2)=[O:19])=[O:9])=[N:4][CH:3]=1. The yield is 0.300. (3) The product is [NH:20]1[CH2:21][CH2:22][CH:23]([O:26][C:1](=[O:2])[NH:8][C:12]2[CH:11]=[CH:36][C:30]([CH:27]([CH3:29])[CH3:28])=[CH:31][CH:32]=2)[CH2:24][CH2:25]1. The yield is 0.250. The reactants are [C:1]([N:8]1[CH:12]=[CH:11]N=C1)(N1C=CN=C1)=[O:2].C(OC([N:20]1[CH2:25][CH2:24][CH:23]([OH:26])[CH2:22][CH2:21]1)=O)(C)(C)C.[CH:27]([C:30]1[CH:36]=CC(N)=[CH:32][CH:31]=1)([CH3:29])[CH3:28].C(O)(C(F)(F)F)=O. The catalyst is C(Cl)Cl.